This data is from Forward reaction prediction with 1.9M reactions from USPTO patents (1976-2016). The task is: Predict the product of the given reaction. (1) Given the reactants [OH:1][C:2]1[CH:9]=[CH:8][C:5]([CH:6]=[O:7])=[CH:4][C:3]=1[O:10][CH3:11].C(=O)([O-])[O-].[Li+].[Li+].Cl[C:19]1[C:24]([Cl:25])=[CH:23][C:22]([C:26]([F:29])([F:28])[F:27])=[CH:21][N:20]=1.O, predict the reaction product. The product is: [Cl:25][C:24]1[C:19]([O:1][C:2]2[CH:9]=[CH:8][C:5]([CH:6]=[O:7])=[CH:4][C:3]=2[O:10][CH3:11])=[N:20][CH:21]=[C:22]([C:26]([F:28])([F:27])[F:29])[CH:23]=1. (2) Given the reactants [NH2:1][C:2]1[CH:7]=[CH:6][CH:5]=[CH:4][CH:3]=1.[Br:8][C:9]1[CH:14]=[CH:13][C:12]([S:15](Cl)(=[O:17])=[O:16])=[CH:11][CH:10]=1.CCN(C(C)C)C(C)C.Cl, predict the reaction product. The product is: [Br:8][C:9]1[CH:14]=[CH:13][C:12]([S:15]([NH:1][C:2]2[CH:7]=[CH:6][CH:5]=[CH:4][CH:3]=2)(=[O:17])=[O:16])=[CH:11][CH:10]=1. (3) Given the reactants [C:1]([OH:20])(=O)[CH2:2][CH2:3][CH2:4][CH2:5][CH2:6][CH2:7][CH2:8]/[CH:9]=[CH:10]\[CH2:11]/[CH:12]=[CH:13]\[CH2:14]/[CH:15]=[CH:16]\[CH2:17][CH3:18].[NH2:21][C:22]1[CH:23]=[CH:24][C:25]([OH:32])=[C:26]([CH:31]=1)[C:27]([O:29]C)=[O:28].Cl.C(N=C=NCCCN(C)C)C.CN(C1C=CC=CN=1)C, predict the reaction product. The product is: [OH:32][C:25]1[CH:24]=[CH:23][C:22]([NH:21][C:1](=[O:20])[CH2:2][CH2:3][CH2:4][CH2:5][CH2:6][CH2:7][CH2:8]/[CH:9]=[CH:10]\[CH2:11]/[CH:12]=[CH:13]\[CH2:14]/[CH:15]=[CH:16]\[CH2:17][CH3:18])=[CH:31][C:26]=1[C:27]([OH:29])=[O:28].